This data is from Forward reaction prediction with 1.9M reactions from USPTO patents (1976-2016). The task is: Predict the product of the given reaction. (1) Given the reactants F[C:2]1[CH:10]=[N:9][CH:8]=[CH:7][C:3]=1[C:4]([OH:6])=[O:5].[CH3:11][O:12][C:13]1[CH:18]=[CH:17][C:16]([NH2:19])=[CH:15][CH:14]=1.[Li+].C[Si]([N-][Si](C)(C)C)(C)C.Cl, predict the reaction product. The product is: [CH3:11][O:12][C:13]1[CH:18]=[CH:17][C:16]([NH:19][C:2]2[CH:10]=[N:9][CH:8]=[CH:7][C:3]=2[C:4]([OH:6])=[O:5])=[CH:15][CH:14]=1. (2) Given the reactants C[O:2][C:3](=[O:51])[CH2:4][CH2:5][CH2:6][CH2:7][CH2:8][CH2:9][CH2:10][C:11](=[O:50])[NH:12][C:13]1[CH:18]=[CH:17][CH:16]=[CH:15][C:14]=1[S:19](=[O:49])(=[O:48])[NH:20][C:21]([C@@:23]1([NH:28][C:29]([C:31]2([NH:40][C:41]([O:43][C:44]([CH3:47])([CH3:46])[CH3:45])=[O:42])[CH2:39][C:38]3[C:33](=[CH:34][CH:35]=[CH:36][CH:37]=3)[CH2:32]2)=[O:30])[CH2:25][C@H:24]1[CH:26]=[CH2:27])=[O:22].[Li+].[OH-], predict the reaction product. The product is: [C:44]([O:43][C:41]([NH:40][C:31]1([C:29]([NH:28][C@:23]2([C:21]([NH:20][S:19]([C:14]3[CH:15]=[CH:16][CH:17]=[CH:18][C:13]=3[NH:12][C:11]([CH2:10][CH2:9][CH2:8][CH2:7][CH2:6][CH2:5][CH2:4][C:3]([OH:51])=[O:2])=[O:50])(=[O:49])=[O:48])=[O:22])[CH2:25][C@H:24]2[CH:26]=[CH2:27])=[O:30])[CH2:32][C:33]2[C:38](=[CH:37][CH:36]=[CH:35][CH:34]=2)[CH2:39]1)=[O:42])([CH3:45])([CH3:46])[CH3:47].